The task is: Predict the product of the given reaction.. This data is from Forward reaction prediction with 1.9M reactions from USPTO patents (1976-2016). Given the reactants [NH2:1][C:2]1[CH:7]=[CH:6][C:5]([SH:8])=[CH:4][CH:3]=1.Cl[C:10]1[CH:15]=[CH:14][N:13]=[C:12]([NH:16][C:17](=[O:23])[O:18][C:19]([CH3:22])([CH3:21])[CH3:20])[CH:11]=1, predict the reaction product. The product is: [NH2:1][C:2]1[CH:7]=[CH:6][C:5]([S:8][C:10]2[CH:15]=[CH:14][N:13]=[C:12]([NH:16][C:17](=[O:23])[O:18][C:19]([CH3:21])([CH3:20])[CH3:22])[CH:11]=2)=[CH:4][CH:3]=1.